Predict the reaction yield, written as a fraction of the theoretical maximum amount of product (1.0 means a 100% yield; for example, 0.34 means a 34% yield). From a dataset of Reaction yield outcomes from USPTO patents with 853,638 reactions. The reactants are [CH3:1][O:2][C:3]1[CH:8]=[CH:7][C:6]([C:9]([C:11]2[CH:16]=[CH:15][C:14]([O:17][CH3:18])=[CH:13][CH:12]=2)=[CH2:10])=[CH:5][CH:4]=1.[CH:19]([Br:22])(Br)[Br:20].[OH-].[Na+]. The catalyst is [Cl-].C([N+](CC)(CC)CC)C1C=CC=CC=1.O. The product is [CH3:18][O:17][C:14]1[CH:13]=[CH:12][C:11]([C:9]2([C:6]3[CH:5]=[CH:4][C:3]([O:2][CH3:1])=[CH:8][CH:7]=3)[CH2:10][C:19]2([Br:22])[Br:20])=[CH:16][CH:15]=1. The yield is 0.760.